This data is from Full USPTO retrosynthesis dataset with 1.9M reactions from patents (1976-2016). The task is: Predict the reactants needed to synthesize the given product. (1) Given the product [CH2:20]([O:22][CH2:23][O:24][C:25]1[CH:30]=[CH:29][N:28]2[C:31]([C:34]([NH:11][C:9]3[CH:8]=[CH:7][CH:6]=[C:5]4[C:10]=3[C:2]([CH3:1])=[N:3][N:4]4[CH2:12][C:13]3[CH:18]=[CH:17][CH:16]=[C:15]([CH3:19])[N:14]=3)=[O:35])=[CH:32][N:33]=[C:27]2[CH:26]=1)[CH3:21], predict the reactants needed to synthesize it. The reactants are: [CH3:1][C:2]1[C:10]2[C:9]([NH2:11])=[CH:8][CH:7]=[CH:6][C:5]=2[N:4]([CH2:12][C:13]2[CH:18]=[CH:17][CH:16]=[C:15]([CH3:19])[N:14]=2)[N:3]=1.[CH2:20]([O:22][CH2:23][O:24][C:25]1[CH:30]=[CH:29][N:28]2[C:31]([C:34](OCC)=[O:35])=[CH:32][N:33]=[C:27]2[CH:26]=1)[CH3:21]. (2) Given the product [Cl:27][C:25]1[CH:26]=[C:21]([NH:20][C:9](=[O:11])[C:8]2[CH:7]=[CH:6][C:5]([S:2]([CH3:1])(=[O:3])=[O:4])=[CH:13][CH:12]=2)[C:22]([N:28]2[CH2:33][CH2:32][N:31]([C:34](=[O:43])[CH2:35][N:36]3[C:40]([CH3:41])=[CH:39][C:38]([CH3:42])=[N:37]3)[CH2:30][CH2:29]2)=[N:23][CH:24]=1, predict the reactants needed to synthesize it. The reactants are: [CH3:1][S:2]([C:5]1[CH:13]=[CH:12][C:8]([C:9]([OH:11])=O)=[CH:7][CH:6]=1)(=[O:4])=[O:3].C(Cl)(=O)C(Cl)=O.[NH2:20][C:21]1[C:22]([N:28]2[CH2:33][CH2:32][N:31]([C:34](=[O:43])[CH2:35][N:36]3[C:40]([CH3:41])=[CH:39][C:38]([CH3:42])=[N:37]3)[CH2:30][CH2:29]2)=[N:23][CH:24]=[C:25]([Cl:27])[CH:26]=1.C(N(CC)C(C)C)(C)C. (3) Given the product [C:1]([NH:5][C:6]([C:8]1[C:12]2=[N:13][C:14]([C:17]3[C:25]4[C:20](=[CH:21][CH:22]=[C:23]([O:26][CH:27]([F:29])[F:28])[CH:24]=4)[N:19]([CH2:50][CH2:51][CH2:52][S:53]([CH3:56])(=[O:55])=[O:54])[N:18]=3)=[CH:15][N:16]=[C:11]2[N:10]([C:30]([C:37]2[CH:42]=[CH:41][CH:40]=[CH:39][CH:38]=2)([C:31]2[CH:32]=[CH:33][CH:34]=[CH:35][CH:36]=2)[C:43]2[CH:48]=[CH:47][CH:46]=[CH:45][CH:44]=2)[CH:9]=1)=[O:7])([CH3:4])([CH3:2])[CH3:3], predict the reactants needed to synthesize it. The reactants are: [C:1]([NH:5][C:6]([C:8]1[C:12]2=[N:13][C:14]([C:17]3[C:25]4[C:20](=[CH:21][CH:22]=[C:23]([O:26][CH:27]([F:29])[F:28])[CH:24]=4)[NH:19][N:18]=3)=[CH:15][N:16]=[C:11]2[N:10]([C:30]([C:43]2[CH:48]=[CH:47][CH:46]=[CH:45][CH:44]=2)([C:37]2[CH:42]=[CH:41][CH:40]=[CH:39][CH:38]=2)[C:31]2[CH:36]=[CH:35][CH:34]=[CH:33][CH:32]=2)[CH:9]=1)=[O:7])([CH3:4])([CH3:3])[CH3:2].Cl[CH2:50][CH2:51][CH2:52][S:53]([CH3:56])(=[O:55])=[O:54].C([O-])([O-])=O.[K+].[K+].O. (4) Given the product [CH3:24][C:18]1[CH:19]=[CH:20][C:21]([NH:23][C:9]([O:11][C:12]([CH3:13])([CH3:14])[CH3:15])=[O:10])=[CH:22][C:17]=1[NH2:16], predict the reactants needed to synthesize it. The reactants are: [C:12]([O:11][C:9](O[C:9]([O:11][C:12]([CH3:15])([CH3:14])[CH3:13])=[O:10])=[O:10])([CH3:15])([CH3:14])[CH3:13].[NH2:16][C:17]1[CH:22]=[C:21]([NH2:23])[CH:20]=[CH:19][C:18]=1[CH3:24].CCCCCC.C(OCC)(=O)C.O. (5) Given the product [CH3:4][NH:3][C:1](=[O:2])[O:47][CH2:46][CH2:45][C:41]1[N:40]([CH2:39][CH2:38][CH2:37][CH2:36][C:33]2[CH:34]=[CH:35][C:30]([O:29][CH2:28][C:26]3[N:27]=[C:23](/[CH:22]=[CH:21]/[C:18]4[CH:19]=[CH:20][C:15]([C:14]([F:48])([F:13])[F:49])=[CH:16][CH:17]=4)[O:24][CH:25]=3)=[CH:31][CH:32]=2)[CH:44]=[CH:43][N:42]=1, predict the reactants needed to synthesize it. The reactants are: [C:1](N1C=CN=C1)([N:3]1C=CN=[CH:4]1)=[O:2].[F:13][C:14]([F:49])([F:48])[C:15]1[CH:20]=[CH:19][C:18](/[CH:21]=[CH:22]/[C:23]2[O:24][CH:25]=[C:26]([CH2:28][O:29][C:30]3[CH:35]=[CH:34][C:33]([CH2:36][CH2:37][CH2:38][CH2:39][N:40]4[CH:44]=[CH:43][N:42]=[C:41]4[CH2:45][CH2:46][OH:47])=[CH:32][CH:31]=3)[N:27]=2)=[CH:17][CH:16]=1.CN.O. (6) The reactants are: [Cl:1][C:2]1[CH:37]=[CH:36][C:5]([CH2:6][O:7][C:8]2[C:33]([F:34])=[CH:32][C:11]([CH2:12][C:13]3[C:21]4[C:16](=[N:17][CH:18]=[CH:19][CH:20]=4)[N:15]([Si](C(C)C)(C(C)C)C(C)C)[CH:14]=3)=[C:10]([F:35])[CH:9]=2)=[CH:4][CH:3]=1.[F-].C([N+](CCCC)(CCCC)CCCC)CCC. Given the product [Cl:1][C:2]1[CH:3]=[CH:4][C:5]([CH2:6][O:7][C:8]2[C:33]([F:34])=[CH:32][C:11]([CH2:12][C:13]3[C:21]4[C:16](=[N:17][CH:18]=[CH:19][CH:20]=4)[NH:15][CH:14]=3)=[C:10]([F:35])[CH:9]=2)=[CH:36][CH:37]=1, predict the reactants needed to synthesize it.